Predict the product of the given reaction. From a dataset of Forward reaction prediction with 1.9M reactions from USPTO patents (1976-2016). (1) Given the reactants [OH:1][C:2]1[CH:3]=[C:4]2[C:8](=[CH:9][CH:10]=1)[NH:7][C:6](=[O:11])[CH2:5]2.[CH3:12][O:13][CH2:14][CH2:15][N:16]1[CH2:21][CH2:20][CH:19](O)[CH2:18][CH2:17]1.C1(P(C2C=CC=CC=2)C2C=CC=CC=2)C=CC=CC=1.N(C(OCC)=O)=NC(OCC)=O, predict the reaction product. The product is: [CH3:12][O:13][CH2:14][CH2:15][N:16]1[CH2:21][CH2:20][CH:19]([O:1][C:2]2[CH:3]=[C:4]3[C:8](=[CH:9][CH:10]=2)[NH:7][C:6](=[O:11])[CH2:5]3)[CH2:18][CH2:17]1. (2) Given the reactants [NH2:1][CH2:2][C:3]1[CH:4]=[C:5]([CH:9]2[N:12]([C:13]3[CH:18]=[CH:17][C:16]([F:19])=[CH:15][CH:14]=3)[C:11](=[O:20])[CH:10]2[CH2:21][CH2:22][CH:23]([C:25]2[CH:30]=[CH:29][C:28]([F:31])=[CH:27][CH:26]=2)[OH:24])[CH:6]=[CH:7][CH:8]=1.[OH:32][CH:33]([CH:58]([OH:65])[CH:59]([OH:64])[CH:60]([OH:63])[CH2:61][OH:62])[C:34](=[O:57])[CH2:35][O:36][CH2:37][CH2:38][O:39][CH2:40][CH2:41][NH:42][C:43]([CH2:45][O:46][CH2:47][CH2:48][O:49][CH2:50][CH2:51][O:52][CH2:53][C:54](O)=[O:55])=[O:44].OC1C2N=NNC=2C=CC=1, predict the reaction product. The product is: [F:19][C:16]1[CH:15]=[CH:14][C:13]([N:12]2[C:11](=[O:20])[CH:10]([CH2:21][CH2:22][CH:23]([C:25]3[CH:26]=[CH:27][C:28]([F:31])=[CH:29][CH:30]=3)[OH:24])[CH:9]2[C:5]2[CH:4]=[C:3]([CH:8]=[CH:7][CH:6]=2)[CH2:2][NH:1][C:54](=[O:55])[CH2:53][O:52][CH2:51][CH2:50][O:49][CH2:48][CH2:47][O:46][CH2:45][C:43](=[O:44])[NH:42][CH2:41][CH2:40][O:39][CH2:38][CH2:37][O:36][CH2:35][C:34](=[O:57])[CH:33]([OH:32])[CH:58]([OH:65])[CH:59]([OH:64])[CH:60]([OH:63])[CH2:61][OH:62])=[CH:18][CH:17]=1.